Dataset: Catalyst prediction with 721,799 reactions and 888 catalyst types from USPTO. Task: Predict which catalyst facilitates the given reaction. (1) Reactant: [CH3:1][O:2][C:3](=[O:23])[C:4]1[CH:9]=[CH:8][C:7]([CH2:10][CH2:11][CH2:12][C:13]2[C:21]3[C:16](=[CH:17][CH:18]=[CH:19][CH:20]=3)[NH:15][C:14]=2[CH3:22])=[CH:6][CH:5]=1.[H-].[Na+].[CH:26](Br)([C:33]1[CH:38]=[CH:37][CH:36]=[CH:35][CH:34]=1)[C:27]1[CH:32]=[CH:31][CH:30]=[CH:29][CH:28]=1.O. Product: [CH3:1][O:2][C:3](=[O:23])[C:4]1[CH:5]=[CH:6][C:7]([CH2:10][CH2:11][CH2:12][C:13]2[C:21]3[C:16](=[CH:17][CH:18]=[CH:19][CH:20]=3)[N:15]([CH:26]([C:27]3[CH:32]=[CH:31][CH:30]=[CH:29][CH:28]=3)[C:33]3[CH:38]=[CH:37][CH:36]=[CH:35][CH:34]=3)[C:14]=2[CH3:22])=[CH:8][CH:9]=1. The catalyst class is: 3. (2) Reactant: [CH:1]1([CH2:4][O:5][C:6]2[CH:14]=[CH:13][C:9]3[O:10][CH2:11][O:12][C:8]=3[C:7]=2[C:15]2[CH:20]=[CH:19][N:18]=[C:17]3[C:21]([C:33]([O:35]CC)=[O:34])=[C:22]([CH3:32])[N:23]([CH2:24][O:25][CH2:26][CH2:27][Si:28]([CH3:31])([CH3:30])[CH3:29])[C:16]=23)[CH2:3][CH2:2]1.[Li+].[OH-]. Product: [CH:1]1([CH2:4][O:5][C:6]2[CH:14]=[CH:13][C:9]3[O:10][CH2:11][O:12][C:8]=3[C:7]=2[C:15]2[CH:20]=[CH:19][N:18]=[C:17]3[C:21]([C:33]([OH:35])=[O:34])=[C:22]([CH3:32])[N:23]([CH2:24][O:25][CH2:26][CH2:27][Si:28]([CH3:30])([CH3:31])[CH3:29])[C:16]=23)[CH2:3][CH2:2]1. The catalyst class is: 12. (3) Reactant: [CH3:1][N:2]1[CH2:7][CH2:6][N:5]([CH:8]([C:11]2[CH:12]=[N:13][CH:14]=[CH:15][CH:16]=2)[C:9]#[N:10])[CH2:4][CH2:3]1.[OH:17]S(O)(=O)=O.[NH4+].[OH-]. Product: [CH3:1][N:2]1[CH2:7][CH2:6][N:5]([CH:8]([C:11]2[CH:12]=[N:13][CH:14]=[CH:15][CH:16]=2)[C:9]([NH2:10])=[O:17])[CH2:4][CH2:3]1. The catalyst class is: 805. (4) Reactant: C(=O)([O-])[O-].[K+].[K+].[CH3:7][N:8]=[C:9]=[O:10].[CH2:11]([C:13]1[NH:17][N:16]=[C:15]([O:18][C:19]2[CH:24]=[CH:23][C:22]([C:25]([F:28])([F:27])[F:26])=[CH:21][C:20]=2[N+:29]([O-:31])=[O:30])[CH:14]=1)[CH3:12].Cl. Product: [CH3:7][NH:8][C:9]([N:17]1[C:13]([CH2:11][CH3:12])=[CH:14][C:15]([O:18][C:19]2[CH:24]=[CH:23][C:22]([C:25]([F:28])([F:27])[F:26])=[CH:21][C:20]=2[N+:29]([O-:31])=[O:30])=[N:16]1)=[O:10]. The catalyst class is: 13.